Dataset: Forward reaction prediction with 1.9M reactions from USPTO patents (1976-2016). Task: Predict the product of the given reaction. (1) Given the reactants [NH2:1][S:2]([C:5]1[CH:10]=[CH:9][C:8]([CH:11]([CH2:19][CH3:20])[C:12]([O:14][C:15]([CH3:18])([CH3:17])[CH3:16])=[O:13])=[CH:7][CH:6]=1)(=[O:4])=[O:3].[Cl:21][C:22]1[CH:23]=[C:24]([NH:32][C:33](OC2C=CC=CC=2)=[O:34])[C:25](=[CH:30][CH:31]=1)[C:26]([O:28][CH3:29])=[O:27], predict the reaction product. The product is: [C:15]([O:14][C:12]([CH:11]([C:8]1[CH:7]=[CH:6][C:5]([S:2]([NH:1][C:33]([NH:32][C:24]2[CH:23]=[C:22]([Cl:21])[CH:31]=[CH:30][C:25]=2[C:26]([O:28][CH3:29])=[O:27])=[O:34])(=[O:3])=[O:4])=[CH:10][CH:9]=1)[CH2:19][CH3:20])=[O:13])([CH3:16])([CH3:18])[CH3:17]. (2) Given the reactants [N:1]1([C:6]2[CH:13]=[CH:12][C:9]([CH:10]=O)=[CH:8][CH:7]=2)[CH:5]=[N:4][CH:3]=[N:2]1.[NH2:14][C:15]1[N:16]=[N:17][C:18]([CH3:21])=[CH:19][CH:20]=1.C([O:24][C:25](=O)[C:26]([OH:39])=[CH:27][C:28]([C:30]1[CH:35]=[CH:34][C:33]([CH:36]([CH3:38])[CH3:37])=[CH:32][CH:31]=1)=[O:29])C, predict the reaction product. The product is: [OH:39][C:26]1[C:25](=[O:24])[N:14]([C:15]2[N:16]=[N:17][C:18]([CH3:21])=[CH:19][CH:20]=2)[CH:10]([C:9]2[CH:12]=[CH:13][C:6]([N:1]3[CH:5]=[N:4][CH:3]=[N:2]3)=[CH:7][CH:8]=2)[C:27]=1[C:28](=[O:29])[C:30]1[CH:35]=[CH:34][C:33]([CH:36]([CH3:38])[CH3:37])=[CH:32][CH:31]=1. (3) Given the reactants [Cl:1][C:2]1[CH:3]=[CH:4][C:5]([O:20][CH2:21][C:22]2[CH:27]=[CH:26][C:25]([Cl:28])=[CH:24][C:23]=2[F:29])=[C:6]([CH:19]=1)[CH2:7][NH:8][CH2:9][CH2:10][C:11]1[C:12](F)=[N:13][CH:14]=[CH:15][C:16]=1[I:17].C([O-])([O-])=O.[K+].[K+], predict the reaction product. The product is: [Cl:1][C:2]1[CH:3]=[CH:4][C:5]([O:20][CH2:21][C:22]2[CH:27]=[CH:26][C:25]([Cl:28])=[CH:24][C:23]=2[F:29])=[C:6]([CH:19]=1)[CH2:7][N:8]1[C:12]2=[N:13][CH:14]=[CH:15][C:16]([I:17])=[C:11]2[CH2:10][CH2:9]1. (4) Given the reactants FC(F)(F)C(O)=[O:4].[C:8]1([C:14]2[NH:15][C:16]([C:25]3[CH:30]=[CH:29][N:28]=[C:27]([NH:31]C(=O)OC(C)(C)C)[CH:26]=3)=[C:17]([C:19]3[CH:24]=[CH:23][N:22]=[CH:21][CH:20]=3)[N:18]=2)[CH:13]=[CH:12][CH:11]=[CH:10][CH:9]=1, predict the reaction product. The product is: [NH4+:15].[OH-:4].[C:8]1([C:14]2[NH:15][C:16]([C:25]3[CH:30]=[CH:29][N:28]=[C:27]([NH2:31])[CH:26]=3)=[C:17]([C:19]3[CH:20]=[CH:21][N:22]=[CH:23][CH:24]=3)[N:18]=2)[CH:9]=[CH:10][CH:11]=[CH:12][CH:13]=1.